From a dataset of Forward reaction prediction with 1.9M reactions from USPTO patents (1976-2016). Predict the product of the given reaction. (1) Given the reactants [O:1]=[C:2]1[CH:7]=[CH:6][N:5]([C:8]2[CH:13]=[CH:12][CH:11]=[C:10]([C:14]([F:17])([F:16])[F:15])[CH:9]=2)[N:4]=[C:3]1[C:18]([NH:20][C:21]1[CH:26]=[CH:25][CH:24]=[CH:23][CH:22]=1)=O.[NH:27]1[C:31]2[CH:32]=[CH:33][CH:34]=[CH:35][C:30]=2[N:29]=[N:28]1.S(Cl)(Cl)=O, predict the reaction product. The product is: [N:27]1([C:18](=[N:20][C:21]2[CH:26]=[CH:25][CH:24]=[CH:23][CH:22]=2)[C:3]2[C:2](=[O:1])[CH:7]=[CH:6][N:5]([C:8]3[CH:13]=[CH:12][CH:11]=[C:10]([C:14]([F:17])([F:15])[F:16])[CH:9]=3)[N:4]=2)[C:31]2[CH:32]=[CH:33][CH:34]=[CH:35][C:30]=2[N:29]=[N:28]1. (2) Given the reactants [Br:1][C:2]1[CH:3]=[C:4]2[C:12](=[CH:13][CH:14]=1)[NH:11][C:10]1[CH:9]([NH2:15])[CH2:8][CH2:7][CH2:6][C:5]2=1.[F:16][C:17]1[CH:25]=[CH:24][CH:23]=[CH:22][C:18]=1[C:19](Cl)=[O:20], predict the reaction product. The product is: [Br:1][C:2]1[CH:3]=[C:4]2[C:12](=[CH:13][CH:14]=1)[NH:11][C:10]1[CH:9]([NH:15][C:19](=[O:20])[C:18]3[CH:22]=[CH:23][CH:24]=[CH:25][C:17]=3[F:16])[CH2:8][CH2:7][CH2:6][C:5]2=1. (3) Given the reactants [O:1]1[C:5]2[CH:6]=[CH:7][CH:8]=[CH:9][C:4]=2[CH:3]=[C:2]1[CH:10]=[O:11].[BH4-].[Na+], predict the reaction product. The product is: [O:1]1[C:5]2[CH:6]=[CH:7][CH:8]=[CH:9][C:4]=2[CH:3]=[C:2]1[CH2:10][OH:11]. (4) Given the reactants [OH:1][CH:2]([C:11]1[CH:20]=[CH:19][C:18]2[C:13](=[CH:14][CH:15]=[CH:16][CH:17]=2)[CH:12]=1)[CH2:3][CH2:4][CH2:5][CH2:6][CH2:7][CH2:8][CH2:9][OH:10], predict the reaction product. The product is: [CH:12]1[C:13]2[C:18](=[CH:17][CH:16]=[CH:15][CH:14]=2)[CH:19]=[CH:20][C:11]=1[C:2]([CH2:3][CH2:4][CH2:5][CH2:6][CH2:7][CH2:8][CH2:9][OH:10])=[O:1]. (5) Given the reactants Cl.[NH2:2][CH2:3][C:4]([CH3:7])([SH:6])[CH3:5].[H-].[Na+].F[C:11]1[CH:23]=[CH:22][C:14]([C:15]([O:17][C:18]([CH3:21])([CH3:20])[CH3:19])=[O:16])=[CH:13][CH:12]=1, predict the reaction product. The product is: [NH2:2][CH2:3][C:4]([S:6][C:11]1[CH:23]=[CH:22][C:14]([C:15]([O:17][C:18]([CH3:19])([CH3:20])[CH3:21])=[O:16])=[CH:13][CH:12]=1)([CH3:7])[CH3:5]. (6) The product is: [CH3:1][C:2]1([CH3:18])[CH2:11][CH2:10][C:5](=[O:6])[C:4]([C:12]2[N:16]([CH3:17])[N:15]=[CH:14][CH:13]=2)=[CH:3]1. Given the reactants [CH3:1][C:2]1([CH3:18])[CH2:11][CH2:10][C:5]2(OCC[O:6]2)[C:4]([C:12]2[N:16]([CH3:17])[N:15]=[CH:14][CH:13]=2)=[CH:3]1.Cl.[OH-].[Na+], predict the reaction product. (7) Given the reactants [F:1][C:2]1[CH:7]=[CH:6][CH:5]=[CH:4][C:3]=1[N:8]1[C:12]([C:13]2[N:14]=[CH:15][NH:16][CH:17]=2)=[C:11]([CH3:18])[N:10]=[N:9]1.Cl[C:20]1[CH:29]=[CH:28][C:23]([C:24]([O:26][CH3:27])=[O:25])=[CH:22][N:21]=1.C(=O)([O-])[O-].[K+].[K+].O, predict the reaction product. The product is: [F:1][C:2]1[CH:7]=[CH:6][CH:5]=[CH:4][C:3]=1[N:8]1[C:12]([C:13]2[N:14]=[CH:15][N:16]([C:20]3[CH:29]=[CH:28][C:23]([C:24]([O:26][CH3:27])=[O:25])=[CH:22][N:21]=3)[CH:17]=2)=[C:11]([CH3:18])[N:10]=[N:9]1.